From a dataset of NCI-60 drug combinations with 297,098 pairs across 59 cell lines. Regression. Given two drug SMILES strings and cell line genomic features, predict the synergy score measuring deviation from expected non-interaction effect. Drug 1: CN(C)N=NC1=C(NC=N1)C(=O)N. Drug 2: C1CNP(=O)(OC1)N(CCCl)CCCl. Cell line: UACC-257. Synergy scores: CSS=-6.82, Synergy_ZIP=2.65, Synergy_Bliss=-5.21, Synergy_Loewe=-10.3, Synergy_HSA=-11.0.